From a dataset of Peptide-MHC class II binding affinity with 134,281 pairs from IEDB. Regression. Given a peptide amino acid sequence and an MHC pseudo amino acid sequence, predict their binding affinity value. This is MHC class II binding data. (1) The peptide sequence is SSYAATEVANAAAGQ. The MHC is HLA-DPA10201-DPB10101 with pseudo-sequence HLA-DPA10201-DPB10101. The binding affinity (normalized) is 0. (2) The peptide sequence is EQISVLRKAFDAFDR. The MHC is DRB1_0701 with pseudo-sequence DRB1_0701. The binding affinity (normalized) is 0.152. (3) The peptide sequence is YQGVQQKWDATATEL. The MHC is DRB1_0101 with pseudo-sequence DRB1_0101. The binding affinity (normalized) is 0.345.